From a dataset of Reaction yield outcomes from USPTO patents with 853,638 reactions. Predict the reaction yield, written as a fraction of the theoretical maximum amount of product (1.0 means a 100% yield; for example, 0.34 means a 34% yield). The reactants are [OH:1][C:2]1[CH:9]=[CH:8][C:7]([N+:10]([O-:12])=[O:11])=[CH:6][C:3]=1[CH:4]=[O:5].C(=O)([O-])[O-].[K+].[K+].C(=O)([O-])[O-].[Cs+].[Cs+].[N:25]1[CH:30]=[CH:29][CH:28]=[CH:27][C:26]=1[CH2:31]Cl.Cl. The catalyst is CN(C=O)C.C(Cl)Cl. The product is [N+:10]([C:7]1[CH:8]=[CH:9][C:2]([O:1][CH2:31][C:26]2[CH:27]=[CH:28][CH:29]=[CH:30][N:25]=2)=[C:3]([CH:6]=1)[CH:4]=[O:5])([O-:12])=[O:11]. The yield is 0.630.